This data is from Cav3 T-type calcium channel HTS with 100,875 compounds. The task is: Binary Classification. Given a drug SMILES string, predict its activity (active/inactive) in a high-throughput screening assay against a specified biological target. (1) The drug is o1nc(C(=O)Nc2nn(Cc3ccc(cc3)C)cc2)cc1c1occc1. The result is 0 (inactive). (2) The drug is S(=O)(=O)(c1cc2CC(N(c2cc1)C(=O)CC)C)CCC(=O)NCc1sccc1. The result is 0 (inactive). (3) The molecule is S(=O)(=O)(N1CCN(CC1)CC(O)COc1ccc(cc1)C(=O)c1ccccc1)N1CCCCC1. The result is 0 (inactive). (4) The molecule is S(Cc1[nH]c2c(c(=O)n1)cccc2)c1scc(n1)CC(OCC)=O. The result is 0 (inactive). (5) The drug is O=C(N1CCCCC1)Nc1ccc(cc1)C(OCC)=O. The result is 0 (inactive).